From a dataset of Reaction yield outcomes from USPTO patents with 853,638 reactions. Predict the reaction yield, written as a fraction of the theoretical maximum amount of product (1.0 means a 100% yield; for example, 0.34 means a 34% yield). (1) The reactants are C[O:2][C:3]([C@H:5]1[CH2:10][CH2:9][C@H:8]([CH2:11][N:12]2[C:16]3[CH:17]=[C:18]([NH:21][CH2:22][CH2:23][O:24][CH3:25])[CH:19]=[CH:20][C:15]=3[N:14]([CH3:26])[C:13]2=[O:27])[CH2:7][CH2:6]1)=[O:4].[Li+].[OH-]. The catalyst is C1COCC1.O. The product is [CH3:25][O:24][CH2:23][CH2:22][NH:21][C:18]1[CH:19]=[CH:20][C:15]2[N:14]([CH3:26])[C:13](=[O:27])[N:12]([CH2:11][C@H:8]3[CH2:9][CH2:10][C@H:5]([C:3]([OH:4])=[O:2])[CH2:6][CH2:7]3)[C:16]=2[CH:17]=1. The yield is 0.670. (2) The reactants are [NH2:1][C:2]1[C:11]2[C:6](=[C:7](Br)[CH:8]=[CH:9][CH:10]=2)[N:5]=[N:4][C:3]=1[C:13]([NH:15][CH2:16][CH2:17][CH3:18])=[O:14].[F:19][C:20]1[CH:25]=[C:24]([F:26])[CH:23]=[CH:22][C:21]=1B(O)O. No catalyst specified. The product is [NH2:1][C:2]1[C:11]2[C:6](=[C:7]([C:23]3[CH:22]=[CH:21][C:20]([F:19])=[CH:25][C:24]=3[F:26])[CH:8]=[CH:9][CH:10]=2)[N:5]=[N:4][C:3]=1[C:13]([NH:15][CH2:16][CH2:17][CH3:18])=[O:14]. The yield is 0.923. (3) The reactants are [I:1][C:2]1[C:3](=[O:10])[CH2:4][CH2:5][C:6]([CH3:9])([CH3:8])[CH:7]=1.[CH2:11](O)[CH2:12][OH:13]. The catalyst is C1C=CC=CC=1.O.C1(C)C=CC(S(O)(=O)=O)=CC=1. The product is [I:1][C:2]1[C:3]2([CH2:4][CH2:5][C:6]([CH3:9])([CH3:8])[CH:7]=1)[O:13][CH2:12][CH2:11][O:10]2. The yield is 0.900. (4) The yield is 0.110. The product is [F:1][C:2]1[CH:7]=[CH:6][C:5]([C:8]2[C:9]3[CH:21]=[CH:20][C:19](=[O:22])[N:18]([C:23]4[CH:28]=[CH:27][CH:26]=[CH:25][C:24]=4[CH3:29])[C:10]=3[N:11]=[C:12]([NH:31][C:32]([CH3:36])([CH3:35])[CH2:33][OH:34])[N:13]=2)=[C:4]([CH3:30])[CH:3]=1. The reactants are [F:1][C:2]1[CH:7]=[CH:6][C:5]([C:8]2[C:9]3[CH:21]=[CH:20][C:19](=[O:22])[N:18]([C:23]4[CH:28]=[CH:27][CH:26]=[CH:25][C:24]=4[CH3:29])[C:10]=3[N:11]=[C:12](S(C)(=O)=O)[N:13]=2)=[C:4]([CH3:30])[CH:3]=1.[NH2:31][C:32]([CH3:36])([CH3:35])[CH2:33][OH:34]. No catalyst specified. (5) The reactants are [C:1]1([CH2:7][C:8]([C:10]2[CH:14]=[CH:13][S:12][CH:11]=2)=O)[CH:6]=[CH:5][CH:4]=[CH:3][CH:2]=1.[CH2:15]([O:17][C:18]1[CH:19]=[C:20]([CH:23]=[C:24]([N+:27]([O-:29])=[O:28])[C:25]=1[OH:26])[CH:21]=O)[CH3:16].[NH2:30][C:31]([NH2:33])=[O:32].Cl. The catalyst is CCO.O. The product is [CH2:15]([O:17][C:18]1[CH:19]=[C:20]([CH:21]2[C:7]([C:1]3[CH:6]=[CH:5][CH:4]=[CH:3][CH:2]=3)=[C:8]([C:10]3[CH:14]=[CH:13][S:12][CH:11]=3)[NH:33][C:31](=[O:32])[NH:30]2)[CH:23]=[C:24]([N+:27]([O-:29])=[O:28])[C:25]=1[OH:26])[CH3:16]. The yield is 0.230. (6) The reactants are F[C:2]1[N:7]2[CH:8]=[C:9]([CH2:11][N:12]3[C@H:25]4[C@H:16]([CH2:17][CH2:18][C:19]5[C:24]4=[N:23][CH:22]=[CH:21][CH:20]=5)[CH2:15][CH2:14][CH2:13]3)[N:10]=[C:6]2[CH:5]=[CH:4][CH:3]=1.[CH3:26][N:27]1[CH2:32][CH2:31][NH:30][CH2:29][CH2:28]1. The catalyst is [Cl-].[Na+].O. The product is [CH3:26][N:27]1[CH2:32][CH2:31][N:30]([C:2]2[N:7]3[CH:8]=[C:9]([CH2:11][N:12]4[C@H:25]5[C@H:16]([CH2:17][CH2:18][C:19]6[C:24]5=[N:23][CH:22]=[CH:21][CH:20]=6)[CH2:15][CH2:14][CH2:13]4)[N:10]=[C:6]3[CH:5]=[CH:4][CH:3]=2)[CH2:29][CH2:28]1. The yield is 0.680. (7) The reactants are [C:1]([C:3]1[C:4](O)=[N:5][C:6]([CH3:10])=[CH:7][C:8]=1[CH3:9])#[N:2].P(Cl)(Cl)(Cl)(Cl)[Cl:13].C(=O)(O)[O-].[Na+]. No catalyst specified. The product is [Cl:13][C:4]1[C:3]([C:1]#[N:2])=[C:8]([CH3:9])[CH:7]=[C:6]([CH3:10])[N:5]=1. The yield is 0.940. (8) The reactants are Cl[C:2]1[N:7]=[C:6]([NH:8][CH2:9][C:10]2[CH:15]=[CH:14][C:13]([F:16])=[CH:12][CH:11]=2)[CH:5]=[N:4][CH:3]=1.[NH:17]1[CH:21]=[CH:20][N:19]=[CH:18]1. No catalyst specified. The product is [F:16][C:13]1[CH:14]=[CH:15][C:10]([CH2:9][NH:8][C:6]2[CH:5]=[N:4][CH:3]=[C:2]([N:17]3[CH:21]=[CH:20][N:19]=[CH:18]3)[N:7]=2)=[CH:11][CH:12]=1. The yield is 0.650.